Predict the product of the given reaction. From a dataset of Forward reaction prediction with 1.9M reactions from USPTO patents (1976-2016). (1) Given the reactants C(OC(N=NC(OC(C)C)=O)=O)(C)C.C1(P(C2C=CC=CC=2)C2C=CC=CC=2)C=CC=CC=1.[Cl:34][C:35]1[CH:45]=[C:44]([O:46][CH2:47][CH:48]=[C:49]([Cl:51])[Cl:50])[CH:43]=[C:42]([Cl:52])[C:36]=1[CH2:37][O:38][CH2:39][CH2:40][OH:41].[C:53]([O:55][C:56]1[CH:57]=[C:58](O)[CH:59]=[CH:60][CH:61]=1)#[CH:54], predict the reaction product. The product is: [Cl:34][C:35]1[CH:45]=[C:44]([O:46][CH2:47][CH:48]=[C:49]([Cl:50])[Cl:51])[CH:43]=[C:42]([Cl:52])[C:36]=1[CH2:37][O:38][CH2:39][CH2:40][O:41][C:60]1[CH:59]=[CH:58][CH:57]=[C:56]([O:55][C:53]#[CH:54])[CH:61]=1. (2) Given the reactants [Br:1][C:2]1[CH:3]=[N:4][C:5](I)=[N:6][CH:7]=1.C([Li])CCC.[CH3:14][N:15]1[CH2:20][CH2:19][C:18](=[O:21])[CH2:17][CH2:16]1, predict the reaction product. The product is: [Br:1][C:2]1[CH:3]=[N:4][C:5]([C:18]2([OH:21])[CH2:19][CH2:20][N:15]([CH3:14])[CH2:16][CH2:17]2)=[N:6][CH:7]=1. (3) Given the reactants [Br:1][C:2]1[CH:7]=[CH:6][C:5]([F:8])=[CH:4][C:3]=1[OH:9].[OH-].[K+].CCOP(OCC)([C:17](Br)([F:19])[F:18])=O, predict the reaction product. The product is: [Br:1][C:2]1[CH:7]=[CH:6][C:5]([F:8])=[CH:4][C:3]=1[O:9][CH:17]([F:19])[F:18].